The task is: Predict the product of the given reaction.. This data is from Forward reaction prediction with 1.9M reactions from USPTO patents (1976-2016). (1) Given the reactants CN(C(ON1N=[N:16][C:11]2[CH:12]=[CH:13][CH:14]=N[C:10]1=2)=[N+](C)C)C.F[P-](F)(F)(F)(F)F.[F:25][CH:26]([F:60])[CH2:27][NH:28][C:29]1[N:34]=[C:33]2[O:35][C:36]([C:42]3[CH:47]=[CH:46][C:45]([F:48])=[CH:44][CH:43]=3)=[C:37]([C:38](=[O:41])[NH:39][CH3:40])[C:32]2=[CH:31][C:30]=1[C:49]1[CH:50]=[CH:51][C:52]([O:58][CH3:59])=[C:53]([CH:57]=1)[C:54]([OH:56])=O.Cl.C12(N)CC(C1)C2.CCN(C(C)C)C(C)C, predict the reaction product. The product is: [C:11]12([NH:16][C:54]([C:53]3[CH:57]=[C:49]([C:30]4[CH:31]=[C:32]5[C:37]([C:38]([NH:39][CH3:40])=[O:41])=[C:36]([C:42]6[CH:47]=[CH:46][C:45]([F:48])=[CH:44][CH:43]=6)[O:35][C:33]5=[N:34][C:29]=4[NH:28][CH2:27][CH:26]([F:60])[F:25])[CH:50]=[CH:51][C:52]=3[O:58][CH3:59])=[O:56])[CH2:14][CH:13]([CH2:12]1)[CH2:10]2. (2) Given the reactants C(OC([N:8]1[CH2:14][CH2:13][CH2:12][N:11]([C:15]2[N:23]([CH2:24][CH:25]=[C:26]([CH3:28])[CH3:27])[C:22]3[C:21](=[O:29])[N:20]([CH2:30][C:31]4[C:40]5[C:35](=[CH:36][CH:37]=[CH:38][CH:39]=5)[CH:34]=[CH:33][N:32]=4)[C:19](=[O:41])[N:18]([CH3:42])[C:17]=3[C:16]=2[C:43](=[O:45])[NH2:44])[CH2:10][CH2:9]1)=O)(C)(C)C.FC(F)(F)C(O)=O.C(=O)(O)[O-].[Na+].C(=O)=O, predict the reaction product. The product is: [N:11]1([C:15]2[N:23]([CH2:24][CH:25]=[C:26]([CH3:27])[CH3:28])[C:22]3[C:21](=[O:29])[N:20]([CH2:30][C:31]4[C:40]5[C:35](=[CH:36][CH:37]=[CH:38][CH:39]=5)[CH:34]=[CH:33][N:32]=4)[C:19](=[O:41])[N:18]([CH3:42])[C:17]=3[C:16]=2[C:43]([NH2:44])=[O:45])[CH2:12][CH2:13][CH2:14][NH:8][CH2:9][CH2:10]1. (3) Given the reactants C([O:5]C(Cl)=O)C(C)C.C([N:11]([CH2:14][CH3:15])[CH2:12][CH3:13])C.[Cl:16][C:17]1[CH:22]=[CH:21][C:20]([CH2:23][CH2:24][C:25]([OH:27])=[O:26])=[CH:19][C:18]=1[C:28]([NH:30][CH2:31][C:32]12[CH2:41][CH:36]3[CH2:37][CH:38]([CH2:40][CH:34]([CH2:35]3)[CH2:33]1)[CH2:39]2)=[O:29], predict the reaction product. The product is: [C:25]([OH:27])(=[O:26])[CH3:24].[Cl:16][C:17]1[CH:22]=[CH:21][C:20]([CH2:23][CH2:15][CH2:14][NH:11][CH2:12][CH2:13][OH:5])=[CH:19][C:18]=1[C:28]([NH:30][CH2:31][C:32]12[CH2:41][CH:36]3[CH2:35][CH:34]([CH2:40][CH:38]([CH2:37]3)[CH2:39]1)[CH2:33]2)=[O:29]. (4) The product is: [C:25]([CH:9]1[C:10]2[C:5](=[C:4]([CH:1]([CH3:3])[CH3:2])[CH:13]=[CH:12][CH:11]=2)[CH2:6][CH2:7][C:8]1([NH2:17])[C:14]([OH:16])=[O:15])([O:26][CH2:27][CH:28]1[C:29]2[C:34](=[CH:33][CH:32]=[CH:31][CH:30]=2)[C:35]2[C:40]1=[CH:39][CH:38]=[CH:37][CH:36]=2)=[O:41]. Given the reactants [CH:1]([C:4]1[CH:13]=[CH:12][CH:11]=[C:10]2[C:5]=1[CH2:6][CH2:7][C:8]([NH2:17])([C:14]([OH:16])=[O:15])[CH2:9]2)([CH3:3])[CH3:2].C(N(CC)CC)C.[C:25](=O)([O:41]N1C(=O)CCC1=O)[O:26][CH2:27][CH:28]1[C:40]2[CH:39]=[CH:38][CH:37]=[CH:36][C:35]=2[C:34]2[C:29]1=[CH:30][CH:31]=[CH:32][CH:33]=2, predict the reaction product.